This data is from Reaction yield outcomes from USPTO patents with 853,638 reactions. The task is: Predict the reaction yield, written as a fraction of the theoretical maximum amount of product (1.0 means a 100% yield; for example, 0.34 means a 34% yield). (1) The reactants are [Br:1][C:2]1[C:6]2[CH:7]=[C:8]([O:11][CH3:12])[CH:9]=[CH:10][C:5]=2[O:4][C:3]=1[CH:13]=[O:14].[CH:15]1([Mg]Br)[CH2:20][CH2:19][CH2:18][CH2:17][CH2:16]1.[Cl-].[NH4+]. The catalyst is O1CCCC1. The product is [Br:1][C:2]1[C:6]2[CH:7]=[C:8]([O:11][CH3:12])[CH:9]=[CH:10][C:5]=2[O:4][C:3]=1[CH:13]([CH:15]1[CH2:20][CH2:19][CH2:18][CH2:17][CH2:16]1)[OH:14]. The yield is 0.670. (2) The reactants are [F:1][C:2]1[CH:7]=[CH:6][N:5]=[C:4]2[NH:8][CH:9]=[CH:10][C:3]=12.C1COCC1.[C:16]1([S:22](Cl)(=[O:24])=[O:23])[CH:21]=[CH:20][CH:19]=[CH:18][CH:17]=1.[Cl-].[NH4+]. The catalyst is C(OCC)(=O)C. The product is [C:16]1([S:22]([N:8]2[C:4]3=[N:5][CH:6]=[CH:7][C:2]([F:1])=[C:3]3[CH:10]=[CH:9]2)(=[O:24])=[O:23])[CH:21]=[CH:20][CH:19]=[CH:18][CH:17]=1. The yield is 0.820. (3) The reactants are [OH:1][C:2]1[C:10]([CH3:11])=[CH:9][CH:8]=[C:7]2[C:3]=1[CH2:4][CH2:5][C:6]2=O.[H][H]. The catalyst is CO.[Pd]. The product is [CH3:11][C:10]1[CH:9]=[CH:8][C:7]2[CH2:6][CH2:5][CH2:4][C:3]=2[C:2]=1[OH:1]. The yield is 0.822. (4) The reactants are [O:1]=[C:2]1[NH:7][C:6]2[CH:8]=[C:9]([C:12]([C:14]3[CH:22]=[CH:21][CH:20]=[CH:19][C:15]=3[C:16]([OH:18])=O)=[O:13])[CH:10]=[CH:11][C:5]=2[O:4][CH2:3]1.CN1CCOCC1.C1C=NC2N(O)N=NC=2C=1.CN(C(ON1N=NC2C=CC=NC1=2)=[N+](C)C)C.F[P-](F)(F)(F)(F)F.[Cl:64][C:65]1[CH:72]=[CH:71][C:68]([CH2:69][NH2:70])=[CH:67][CH:66]=1. The catalyst is CN(C)C=O. The product is [Cl:64][C:65]1[CH:72]=[CH:71][C:68]([CH2:69][N:70]2[C:16](=[O:18])[C:15]3[C:14](=[CH:22][CH:21]=[CH:20][CH:19]=3)[C:12]2([C:9]2[CH:10]=[CH:11][C:5]3[O:4][CH2:3][C:2](=[O:1])[NH:7][C:6]=3[CH:8]=2)[OH:13])=[CH:67][CH:66]=1. The yield is 0.150. (5) The reactants are [Cl:1][C:2]1[CH:3]=[C:4]([N:9]2[CH2:18][CH2:17][C:16]3[C:11](=[CH:12][CH:13]=[C:14]([O:19]CC4C=CC=CC=4)[CH:15]=3)[CH:10]2[CH2:27][C:28]2[CH:33]=[CH:32][C:31]([O:34][CH2:35][CH2:36][CH:37]3[CH2:42][CH2:41][CH2:40][CH2:39][NH:38]3)=[CH:30][CH:29]=2)[CH:5]=[CH:6][C:7]=1[Cl:8]. The catalyst is C(OCC)(=O)C. The product is [Cl:1][C:2]1[CH:3]=[C:4]([N:9]2[CH2:18][CH2:17][C:16]3[C:11](=[CH:12][CH:13]=[C:14]([OH:19])[CH:15]=3)[CH:10]2[CH2:27][C:28]2[CH:33]=[CH:32][C:31]([O:34][CH2:35][CH2:36][CH:37]3[CH2:42][CH2:41][CH2:40][CH2:39][NH:38]3)=[CH:30][CH:29]=2)[CH:5]=[CH:6][C:7]=1[Cl:8]. The yield is 0.0300. (6) The reactants are [OH:1][C:2]1[CH:11]=[C:10]2[C:5]([CH2:6][CH2:7][C:8](=[O:12])[NH:9]2)=[CH:4][CH:3]=1.[C:13](=O)([O-])[O-].[K+].[K+].IC. The catalyst is C(O)(C)C. The product is [CH3:13][O:1][C:2]1[CH:11]=[C:10]2[C:5]([CH2:6][CH2:7][C:8](=[O:12])[NH:9]2)=[CH:4][CH:3]=1. The yield is 0.900.